From a dataset of Full USPTO retrosynthesis dataset with 1.9M reactions from patents (1976-2016). Predict the reactants needed to synthesize the given product. (1) Given the product [CH2:1]([O:3][P:4]([C:9]([C:12]1[CH:17]=[CH:16][C:15]([CH2:18][N:31]([CH2:30][C:29]2[CH:28]=[CH:27][C:26]([C:20]3[CH:21]=[CH:22][CH:23]=[CH:24][CH:25]=3)=[CH:33][CH:32]=2)[CH2:18][C:15]2[CH:14]=[CH:13][C:12]([C:9]([P:4]([O:8][CH2:39][CH3:40])([O:3][CH2:1][CH3:2])=[O:5])([F:10])[F:11])=[CH:17][CH:16]=2)=[CH:14][CH:13]=1)([F:11])[F:10])(=[O:8])[O:5][CH2:6][CH3:7])[CH3:2], predict the reactants needed to synthesize it. The reactants are: [CH2:1]([O:3][P:4]([C:9]([C:12]1[CH:17]=[CH:16][C:15]([CH2:18]Br)=[CH:14][CH:13]=1)([F:11])[F:10])(=[O:8])[O:5][CH2:6][CH3:7])[CH3:2].[C:20]1([C:26]2[CH:33]=[CH:32][C:29]([CH2:30][NH2:31])=[CH:28][CH:27]=2)[CH:25]=[CH:24][CH:23]=[CH:22][CH:21]=1.CCN([CH2:39][CH3:40])CC. (2) Given the product [CH2:1]([N:9]([C:10]1[CH:19]=[CH:18][C:17]2[C:16]([CH3:21])([CH3:20])[CH2:15][CH2:14][C:13]([CH3:23])([CH3:22])[C:12]=2[CH:11]=1)[C:24](=[O:25])[NH:28][C:29]1[CH:30]=[CH:31][C:32]([C:33]([O:35][CH2:36][CH3:37])=[O:34])=[CH:38][CH:39]=1)[CH2:2][C:3]1[CH:4]=[CH:5][CH:6]=[CH:7][CH:8]=1, predict the reactants needed to synthesize it. The reactants are: [CH2:1]([NH:9][C:10]1[CH:19]=[CH:18][C:17]2[C:16]([CH3:21])([CH3:20])[CH2:15][CH2:14][C:13]([CH3:23])([CH3:22])[C:12]=2[CH:11]=1)[CH2:2][C:3]1[CH:8]=[CH:7][CH:6]=[CH:5][CH:4]=1.[C:24](Cl)(Cl)=[O:25].[NH2:28][C:29]1[CH:39]=[CH:38][C:32]([C:33]([O:35][CH2:36][CH3:37])=[O:34])=[CH:31][CH:30]=1. (3) Given the product [CH3:27][N:26]([CH2:28][C:29]1[CH:30]=[CH:31][C:32]([NH:33]/[C:13](=[C:6]2\[C:5](=[O:24])[NH:4][C:12]3[C:7]\2=[CH:8][CH:9]=[CH:10][CH:11]=3)/[C:14]2[CH:15]=[CH:16][C:17]([N+:20]([O-:22])=[O:21])=[CH:18][CH:19]=2)=[CH:34][CH:35]=1)[CH3:25], predict the reactants needed to synthesize it. The reactants are: C([N:4]1[C:12]2[C:7](=[CH:8][CH:9]=[CH:10][CH:11]=2)[C:6](=[C:13](Cl)[C:14]2[CH:19]=[CH:18][C:17]([N+:20]([O-:22])=[O:21])=[CH:16][CH:15]=2)[C:5]1=[O:24])(=O)C.[CH3:25][N:26]([CH2:28][C:29]1[CH:35]=[CH:34][C:32]([NH2:33])=[CH:31][CH:30]=1)[CH3:27].[OH-].[Na+].